From a dataset of TCR-epitope binding with 47,182 pairs between 192 epitopes and 23,139 TCRs. Binary Classification. Given a T-cell receptor sequence (or CDR3 region) and an epitope sequence, predict whether binding occurs between them. (1) The epitope is AVFDRKSDAK. The TCR CDR3 sequence is CASSHTTVYF. Result: 0 (the TCR does not bind to the epitope). (2) The epitope is TPGPGVRYPL. The TCR CDR3 sequence is CASSPRGGGETQYF. Result: 1 (the TCR binds to the epitope). (3) The epitope is GLCTLVAML. The TCR CDR3 sequence is CSARSEVGNTIYF. Result: 1 (the TCR binds to the epitope). (4) The epitope is GLCTLVAML. The TCR CDR3 sequence is CASSLFADDSYEQYF. Result: 0 (the TCR does not bind to the epitope). (5) The epitope is ELAGIGILTV. The TCR CDR3 sequence is CASSYMGLGAYEQYF. Result: 1 (the TCR binds to the epitope). (6) The epitope is RQLLFVVEV. The TCR CDR3 sequence is CASSPWDSGYEQYF. Result: 1 (the TCR binds to the epitope).